The task is: Predict the reactants needed to synthesize the given product.. This data is from Full USPTO retrosynthesis dataset with 1.9M reactions from patents (1976-2016). (1) Given the product [CH3:1][C:2]1[CH:6]=[C:5]([CH2:7][OH:8])[N:4]([CH:12]([CH3:14])[CH3:13])[N:3]=1, predict the reactants needed to synthesize it. The reactants are: [CH3:1][C:2]1[CH:6]=[C:5]([C:7](OCC)=[O:8])[N:4]([CH:12]([CH3:14])[CH3:13])[N:3]=1.[Li+].[BH4-]. (2) Given the product [F:8][C:9]1[C:14]([F:15])=[CH:13][CH:12]=[CH:11][C:10]=1[C@H:16]1[CH2:22][N:21]2[C:23]([CH2:26][C:27]([F:30])([F:28])[F:29])=[CH:24][N:25]=[C:20]2[C@H:19]([NH:31][C:33]([N:60]2[CH2:61][CH2:62][CH:57]([N:56]3[C:55]4[C:50](=[N:51][CH:52]=[N:53][CH:54]=4)[NH:49][C:48]3=[O:47])[CH2:58][CH2:59]2)=[O:34])[CH2:18][CH2:17]1, predict the reactants needed to synthesize it. The reactants are: C(N(CC)CC)C.[F:8][C:9]1[C:14]([F:15])=[CH:13][CH:12]=[CH:11][C:10]=1[C@H:16]1[CH2:22][N:21]2[C:23]([CH2:26][C:27]([F:30])([F:29])[F:28])=[CH:24][N:25]=[C:20]2[C@H:19]([NH2:31])[CH2:18][CH2:17]1.Cl[C:33](OC1C=CC([N+]([O-])=O)=CC=1)=[O:34].[Cl-].[Cl-].[O:47]=[C:48]1[N:56]([CH:57]2[CH2:62][CH2:61][NH2+:60][CH2:59][CH2:58]2)[C:55]2[C:50](=[NH+:51][CH:52]=[N:53][CH:54]=2)[NH:49]1.C(=O)([O-])[O-].[Na+].[Na+]. (3) Given the product [CH2:1]([O:3][C:4]([N:6]1[CH2:19][CH2:18][C:9]2[C:10]3[CH:15]=[N:14][CH:13]=[N:12][C:11]=3[S:17][C:8]=2[CH2:7]1)=[O:5])[CH3:2], predict the reactants needed to synthesize it. The reactants are: [CH2:1]([O:3][C:4]([N:6]1[CH2:19][CH2:18][C:9]2[C:10]3[C:15](Cl)=[N:14][CH:13]=[N:12][C:11]=3[S:17][C:8]=2[CH2:7]1)=[O:5])[CH3:2].[H][H]. (4) Given the product [CH3:1][O:2][C:3](=[O:27])[C:4]1[CH:9]=[CH:8][CH:7]=[CH:6][CH:5]=1, predict the reactants needed to synthesize it. The reactants are: [CH3:1][O:2][C:3](=[O:27])[C:4]1[CH:9]=[CH:8][C:7](C(C2C(O)=CC3C(C)(C)CCC(C)(C)C=3C=2)=O)=[CH:6][CH:5]=1.[H-].[Na+].BrCC. (5) The reactants are: [CH3:1][CH2:2][CH2:3][CH2:4][CH2:5][C:6]1[CH:7]=[C:8]([OH:23])[C:9]([C@H:13]2[C@H:18]([C:19]([CH3:21])=[CH2:20])[CH2:17][CH2:16][C:15]([CH3:22])=[CH:14]2)=[C:10]([OH:12])[CH:11]=1.[Si:24]([O:31][CH2:32][C:33]([OH:35])=[O:34])([C:27]([CH3:30])([CH3:29])[CH3:28])([CH3:26])[CH3:25].C1(N=C=NC2CCCCC2)CCCCC1. Given the product [CH3:1][CH2:2][CH2:3][CH2:4][CH2:5][C:6]1[CH:11]=[C:10]([OH:12])[C:9]([C@H:13]2[C@H:18]([C:19]([CH3:21])=[CH2:20])[CH2:17][CH2:16][C:15]([CH3:22])=[CH:14]2)=[C:8]([OH:23])[CH:7]=1.[Si:24]([O:31][CH2:32][C:33]([O-:35])=[O:34])([C:27]([CH3:30])([CH3:29])[CH3:28])([CH3:26])[CH3:25], predict the reactants needed to synthesize it.